This data is from Full USPTO retrosynthesis dataset with 1.9M reactions from patents (1976-2016). The task is: Predict the reactants needed to synthesize the given product. (1) Given the product [Br:12][C:13]1[CH:14]=[CH:15][C:16]([CH2:19][CH2:20][CH2:21][N:22]([CH3:23])[C:2]([NH:1][C:4]2[CH:11]=[CH:10][CH:9]=[C:6]([C:7]#[N:8])[CH:5]=2)=[O:3])=[CH:17][CH:18]=1, predict the reactants needed to synthesize it. The reactants are: [N:1]([C:4]1[CH:5]=[C:6]([CH:9]=[CH:10][CH:11]=1)[C:7]#[N:8])=[C:2]=[O:3].[Br:12][C:13]1[CH:18]=[CH:17][C:16]([CH2:19][CH2:20][CH2:21][NH:22][CH3:23])=[CH:15][CH:14]=1. (2) Given the product [Cl:32][C:9]1[C:8]([CH:6]([N:36]2[CH2:37][CH2:38][NH:33][C:34](=[O:39])[CH2:35]2)[CH3:7])=[CH:13][C:12]([C:14]#[N:15])=[CH:11][C:10]=1[NH:16][C:17]1[N:22]=[C:21]([NH:23][CH:24]2[CH2:25][CH2:26]2)[C:20]2=[N:27][CH:28]=[C:29]([C:30]#[N:31])[N:19]2[N:18]=1, predict the reactants needed to synthesize it. The reactants are: CS(O[CH:6]([C:8]1[CH:13]=[C:12]([C:14]#[N:15])[CH:11]=[C:10]([NH:16][C:17]2[N:22]=[C:21]([NH:23][CH:24]3[CH2:26][CH2:25]3)[C:20]3=[N:27][CH:28]=[C:29]([C:30]#[N:31])[N:19]3[N:18]=2)[C:9]=1[Cl:32])[CH3:7])(=O)=O.[NH:33]1[CH2:38][CH2:37][NH:36][CH2:35][C:34]1=[O:39]. (3) Given the product [NH2:1][C:2]1[N:7]=[C:6]([N:16]2[CH:15]=[C:14]([Cl:13])[CH:18]=[N:17]2)[C:5]([C:9]#[N:10])=[C:4]([S:11][CH3:12])[N:3]=1, predict the reactants needed to synthesize it. The reactants are: [NH2:1][C:2]1[N:7]=[C:6](Br)[C:5]([C:9]#[N:10])=[C:4]([S:11][CH3:12])[N:3]=1.[Cl:13][C:14]1[CH:15]=[N:16][NH:17][CH:18]=1.C(=O)([O-])[O-].[Cs+].[Cs+]. (4) Given the product [C:1]([C:3]1[C:4]([CH2:20][C:21]([NH:23][CH2:24][C:25]2[CH:30]=[C:29]([Cl:31])[CH:28]=[CH:27][C:26]=2[CH2:32][NH:33][C:46]([O:45][C:41]([CH3:44])([CH3:43])[CH3:42])=[O:47])=[O:22])=[N:5][C:6]([NH:9][CH2:10][C:11]([F:18])([F:19])[C:12]2[CH:17]=[CH:16][CH:15]=[CH:14][N:13]=2)=[CH:7][CH:8]=1)#[N:2], predict the reactants needed to synthesize it. The reactants are: [C:1]([C:3]1[C:4]([CH2:20][C:21]([NH:23][CH2:24][C:25]2[CH:30]=[C:29]([Cl:31])[CH:28]=[CH:27][C:26]=2[CH2:32][NH2:33])=[O:22])=[N:5][C:6]([NH:9][CH2:10][C:11]([F:19])([F:18])[C:12]2[CH:17]=[CH:16][CH:15]=[CH:14][N:13]=2)=[CH:7][CH:8]=1)#[N:2].C(N(CC)CC)C.[C:41]([O:45][C:46](O[C:46]([O:45][C:41]([CH3:44])([CH3:43])[CH3:42])=[O:47])=[O:47])([CH3:44])([CH3:43])[CH3:42]. (5) Given the product [CH3:6][O:5][C:3]([C@H:2]1[C@H:7]([CH2:8][C:9]2[CH:14]=[CH:13][CH:12]=[CH:11][CH:10]=2)[O:15][C:18]([CH2:19][CH3:20])([CH2:17][CH3:16])[O:1]1)=[O:4], predict the reactants needed to synthesize it. The reactants are: [OH:1][C@H:2]([C@@H:7]([OH:15])[CH2:8][C:9]1[CH:14]=[CH:13][CH:12]=[CH:11][CH:10]=1)[C:3]([O:5][CH3:6])=[O:4].[CH3:16][CH2:17][C:18](=O)[CH2:19][CH3:20].OS(O)(=O)=O. (6) The reactants are: F[B-](F)(F)F.[O:6]=[N+:7]=[O:8].[Br:9][C:10]1[CH:15]=[CH:14][C:13]([F:16])=[CH:12][C:11]=1[CH3:17]. Given the product [Br:9][C:10]1[CH:15]=[C:14]([N+:7]([O-:8])=[O:6])[C:13]([F:16])=[CH:12][C:11]=1[CH3:17], predict the reactants needed to synthesize it. (7) Given the product [F:1][C:2]1[CH:7]=[CH:6][CH:5]=[CH:4][C:3]=1[C:8]1[CH:13]=[CH:12][C:11]([C:14]2[NH:18][C:17]3[CH:19]=[C:20]([S:28][Si:27]([CH:29]([CH3:31])[CH3:30])([CH:32]([CH3:34])[CH3:33])[CH:25]([CH3:24])[CH3:26])[CH:21]=[CH:22][C:16]=3[N:15]=2)=[CH:10][CH:9]=1, predict the reactants needed to synthesize it. The reactants are: [F:1][C:2]1[CH:7]=[CH:6][CH:5]=[CH:4][C:3]=1[C:8]1[CH:13]=[CH:12][C:11]([C:14]2[NH:18][C:17]3[CH:19]=[C:20](I)[CH:21]=[CH:22][C:16]=3[N:15]=2)=[CH:10][CH:9]=1.[CH3:24][CH:25]([Si:27]([CH:32]([CH3:34])[CH3:33])([CH:29]([CH3:31])[CH3:30])[S-:28])[CH3:26].[K+].O. (8) Given the product [CH3:14][C:9]1([CH2:10][Cl:24])[CH2:12][O:13][C:6](=[O:5])[NH:8]1, predict the reactants needed to synthesize it. The reactants are: C([O:5][C:6]([NH:8][C:9]([CH3:14])([CH2:12][OH:13])[CH2:10]O)=O)(C)(C)C.N1C=CC=CC=1.S(Cl)([Cl:24])(=O)=O. (9) Given the product [CH:13]1[C:29]2[CH2:28][C@H:27]3[N:30]([CH2:32][CH2:33][C@@:19]45[C@H:26]3[CH:25]=[CH:24][C@H:22]([OH:23])[C@@H:20]4[O:21][C:17]([C:18]=25)=[C:15]([OH:16])[CH:14]=1)[CH3:31].[C:34]([O-:39])(=[O:40])[CH2:35][CH2:36][C:37]([O-:43])=[O:38], predict the reactants needed to synthesize it. The reactants are: C(N(CC)CC)C.S(O)(O)(=O)=O.[CH:13]1[C:29]2[CH2:28][C@H:27]3[N:30]([CH2:32][CH2:33][C@@:19]45[C@H:26]3[CH:25]=[CH:24][C@H:22]([OH:23])[C@@H:20]4[O:21][C:17]([C:18]=25)=[C:15]([OH:16])[CH:14]=1)[CH3:31].[C:34]1(=[O:40])[O:39][C:37](=[O:38])[CH2:36][CH2:35]1.CC[OH:43].O.